From a dataset of Forward reaction prediction with 1.9M reactions from USPTO patents (1976-2016). Predict the product of the given reaction. (1) Given the reactants [CH2:1]([O:9][C:10]1[CH:15]=[CH:14][C:13]([C:16]2[CH:21]=[CH:20][C:19]([C:22]([OH:24])=[O:23])=[CH:18][CH:17]=2)=[CH:12][CH:11]=1)[CH2:2][CH2:3][CH2:4][CH2:5][CH2:6][CH2:7][CH3:8].[F:25][C:26]1[C:31](O)=[C:30]([F:33])[C:29]([F:34])=[C:28]([F:35])[C:27]=1[F:36].C1(N=C=NC2CCCCC2)CCCCC1, predict the reaction product. The product is: [CH2:1]([O:9][C:10]1[CH:15]=[CH:14][C:13]([C:16]2[CH:21]=[CH:20][C:19]([C:22]([O:24][C:31]3[C:30]([F:33])=[C:29]([F:34])[C:28]([F:35])=[C:27]([F:36])[C:26]=3[F:25])=[O:23])=[CH:18][CH:17]=2)=[CH:12][CH:11]=1)[CH2:2][CH2:3][CH2:4][CH2:5][CH2:6][CH2:7][CH3:8]. (2) Given the reactants [CH3:1][C:2]1[CH:11]=[N:10][C:9]2[C:4](=[CH:5][CH:6]=[CH:7][CH:8]=2)[N:3]=1.[N:12]1[C:21]2[C:16](=[CH:17][CH:18]=[CH:19][CH:20]=2)[N:15]=[CH:14][C:13]=1[CH:22]=[O:23], predict the reaction product. The product is: [N:12]1[C:21]2[C:16](=[CH:17][CH:18]=[CH:19][CH:20]=2)[N:15]=[CH:14][C:13]=1[CH:22]([OH:23])[CH2:1][C:2]1[CH:11]=[N:10][C:9]2[C:4](=[CH:5][CH:6]=[CH:7][CH:8]=2)[N:3]=1. (3) Given the reactants Br[C:2]1[CH:8]=[C:7]([Cl:9])[CH:6]=[CH:5][C:3]=1[NH2:4].C([O-])([O-])=O.[K+].[K+], predict the reaction product. The product is: [Cl:9][C:7]1[CH:8]=[C:2]([C:2]2[CH:8]=[CH:7][C:6]([C:2]3[C:3]([NH2:4])=[CH:5][CH:6]=[C:7]([Cl:9])[CH:8]=3)=[CH:5][CH:3]=2)[C:3]([NH2:4])=[CH:5][CH:6]=1. (4) Given the reactants [O:1]1[C:5]2[CH:6]=[CH:7][CH:8]=[CH:9][C:4]=2[N:3]=[C:2]1[C:10]1[CH:11]=[CH:12][C:13]([NH:17][CH:18]2[CH2:23][CH2:22][O:21][CH2:20][CH2:19]2)=[C:14]([CH:16]=1)[NH2:15].OOS([O-])=O.[K+].C(=O)([O-])[O-].[K+].[K+], predict the reaction product. The product is: [O:1]1[C:5]2[CH:6]=[CH:7][CH:8]=[CH:9][C:4]=2[N:3]=[C:2]1[C:10]1[CH:11]=[CH:12][C:13]2[N:17]([CH:18]3[CH2:23][CH2:22][O:21][CH2:20][CH2:19]3)[C:2]([CH:10]([CH3:11])[CH3:16])=[N:15][C:14]=2[CH:16]=1.